Dataset: Full USPTO retrosynthesis dataset with 1.9M reactions from patents (1976-2016). Task: Predict the reactants needed to synthesize the given product. (1) Given the product [CH3:27][N:21]1[C:22](=[O:23])[C:24]2([CH2:4][C:3]3[C:2](=[CH:9][CH:8]=[CH:7][CH:6]=3)[N:14]3[CH2:13][CH2:12][N:11]([CH3:10])[CH2:16][CH:15]23)[C:25](=[O:26])[N:18]([CH3:17])[C:19]1=[O:20], predict the reactants needed to synthesize it. The reactants are: F[C:2]1[CH:9]=[CH:8][CH:7]=[CH:6][C:3]=1[CH:4]=O.[CH3:10][N:11]1[CH2:16][CH2:15][NH:14][CH2:13][CH2:12]1.[CH3:17][N:18]1[C:25](=[O:26])[CH2:24][C:22](=[O:23])[N:21]([CH3:27])[C:19]1=[O:20]. (2) Given the product [F:6][C:7]1[CH:8]=[C:9]2[C:15]([C:16]3[N:17]=[N:18][C:19]4[C:23]([CH3:29])([CH3:28])[C:24](=[O:26])[NH:40][C:20]=4[N:21]=3)=[N:14][N:13]([CH2:30][C:31]3[C:36]([F:37])=[CH:35][CH:34]=[C:33]([F:38])[C:32]=3[F:39])[C:10]2=[N:11][CH:12]=1, predict the reactants needed to synthesize it. The reactants are: P(Cl)(Cl)(Cl)=O.[F:6][C:7]1[CH:8]=[C:9]2[C:15]([C:16]3[N:17]=[N:18][C:19]([C:23]([CH3:29])([CH3:28])[C:24]([O:26]C)=O)=[C:20](O)[N:21]=3)=[N:14][N:13]([CH2:30][C:31]3[C:36]([F:37])=[CH:35][CH:34]=[C:33]([F:38])[C:32]=3[F:39])[C:10]2=[N:11][CH:12]=1.[NH3:40]. (3) Given the product [CH3:26][S:27]([O:14][CH2:13][C:12]1[C:8]([C:5]2[CH:6]=[CH:7][C:2]([Cl:1])=[CH:3][CH:4]=2)=[N:9][S:10][C:11]=1[C:15]([F:16])([F:18])[F:17])(=[O:29])=[O:28], predict the reactants needed to synthesize it. The reactants are: [Cl:1][C:2]1[CH:7]=[CH:6][C:5]([C:8]2[C:12]([CH2:13][OH:14])=[C:11]([C:15]([F:18])([F:17])[F:16])[S:10][N:9]=2)=[CH:4][CH:3]=1.C(N(CC)CC)C.[CH3:26][S:27](Cl)(=[O:29])=[O:28]. (4) Given the product [CH:13]([C:2]1[C:11]2[C:6](=[CH:7][CH:8]=[CH:9][CH:10]=2)[CH:5]=[C:4]([NH2:12])[N:3]=1)([CH3:15])[CH3:14], predict the reactants needed to synthesize it. The reactants are: Br[C:2]1[C:11]2[C:6](=[CH:7][CH:8]=[CH:9][CH:10]=2)[CH:5]=[C:4]([NH2:12])[N:3]=1.[C:13](B1OC(C)(C)C(C)(C)O1)([CH3:15])=[CH2:14]. (5) Given the product [F:8][C:6]1[CH:5]=[CH:4][C:3]([C:9]2[N:10]=[C:11]3[N:15]([C:16]=2[C:17]2[CH:22]=[CH:21][C:20]4[N:19]([C:40]([CH2:41][CH2:42][OH:43])=[N:24][N:23]=4)[CH:18]=2)[CH:14]=[CH:13][O:12]3)=[CH:2][CH:7]=1, predict the reactants needed to synthesize it. The reactants are: F[C:2]1[CH:7]=[C:6]([F:8])[CH:5]=[CH:4][C:3]=1[C:9]1[N:10]=[C:11]2[N:15]([C:16]=1[C:17]1[CH:18]=[N:19][C:20]([NH:23][NH2:24])=[CH:21][CH:22]=1)[CH:14]=[CH:13][O:12]2.FC1C=CC(C2N=C3N(C=2)C=CO3)=CC=1.[CH2:40]1C(=O)N(I)[C:42](=[O:43])[CH2:41]1.FC1C=CC(B(O)O)=CN=1.NN.[Si](OCCC=O)(C(C)(C)C)(C)C.C(O)(=O)C.C(O)(=O)C.IC1C=CC=CC=1.